Dataset: Reaction yield outcomes from USPTO patents with 853,638 reactions. Task: Predict the reaction yield, written as a fraction of the theoretical maximum amount of product (1.0 means a 100% yield; for example, 0.34 means a 34% yield). (1) The yield is 1.00. The reactants are CC([Si](C)(C)[O:6][CH:7]1[CH2:10][C:9]2([CH2:14][CH:13]([C:15]([O:17][CH2:18][CH3:19])=[O:16])[N:12]([C:20]([O:22][CH2:23][C:24]3[CH:29]=[CH:28][CH:27]=[CH:26][CH:25]=3)=[O:21])[CH2:11]2)[CH2:8]1)(C)C.C(O)(=O)C.CCCC[N+](CCCC)(CCCC)CCCC.[F-]. The product is [OH:6][CH:7]1[CH2:8][C:9]2([CH2:14][CH:13]([C:15]([O:17][CH2:18][CH3:19])=[O:16])[N:12]([C:20]([O:22][CH2:23][C:24]3[CH:25]=[CH:26][CH:27]=[CH:28][CH:29]=3)=[O:21])[CH2:11]2)[CH2:10]1. The catalyst is C1COCC1. (2) The reactants are [NH2:1][C:2]1[N:7]=[CH:6][C:5](/[CH:8]=[CH:9]/[C:10]([N:12]([CH3:24])[CH2:13][C:14]2[S:18][C:17]3[CH:19]=[CH:20][CH:21]=[CH:22][C:16]=3[C:15]=2[CH3:23])=[O:11])=[CH:4][CH:3]=1.NC1N=CC(/C=C/C(N(C)CC2N(C)C3C(C=2)=CC=CC=3)=O)=CC=1.[C:49]1(=O)[O:54][C:52](=[O:53])[CH2:51][CH2:50]1. The catalyst is O1CCOCC1. The product is [O:53]=[C:52]1[CH2:51][CH2:50][C:49](=[O:54])[N:1]1[C:2]1[N:7]=[CH:6][C:5](/[CH:8]=[CH:9]/[C:10]([N:12]([CH3:24])[CH2:13][C:14]2[S:18][C:17]3[CH:19]=[CH:20][CH:21]=[CH:22][C:16]=3[C:15]=2[CH3:23])=[O:11])=[CH:4][CH:3]=1. The yield is 0.610. (3) The yield is 0.840. The product is [C:11]([C:3]1[C:2]([NH:1][C:22]([C:19]2[S:20][CH:21]=[C:17]([CH:14]([CH3:16])[CH3:15])[N:18]=2)=[O:23])=[C:7]([F:8])[C:6]([O:9][CH3:10])=[CH:5][CH:4]=1)(=[O:13])[CH3:12]. No catalyst specified. The reactants are [NH2:1][C:2]1[C:7]([F:8])=[C:6]([O:9][CH3:10])[CH:5]=[CH:4][C:3]=1[C:11](=[O:13])[CH3:12].[CH:14]([C:17]1[N:18]=[C:19]([C:22](Cl)=[O:23])[S:20][CH:21]=1)([CH3:16])[CH3:15].C(C1C=CC(OC)=CC=1NC(C1SC=C(C(C)C)N=1)=O)(=O)C. (4) The reactants are [C:1]([C:4]1[C:12]2[C:7](=[C:8]3[CH2:15][CH2:14][O:13][C:9]3=[CH:10][CH:11]=2)[NH:6][CH:5]=1)(=O)[CH3:2].B.CC(C)=O. The catalyst is O1CCCC1. The product is [CH2:1]([C:4]1[C:12]2[C:7](=[C:8]3[CH2:15][CH2:14][O:13][C:9]3=[CH:10][CH:11]=2)[NH:6][CH:5]=1)[CH3:2]. The yield is 0.450. (5) The reactants are [NH2:1][NH:2][C:3]([NH2:5])=[S:4].C(O)(=O)C.[C:10]([NH:13][C:14]1[CH:21]=[CH:20][C:17]([CH:18]=O)=[CH:16][C:15]=1[Cl:22])(=[O:12])[CH3:11]. The catalyst is O.C(O)C. The product is [C:10]([NH:13][C:14]1[CH:21]=[CH:20][C:17]([CH:18]=[N:1][NH:2][C:3]([NH2:5])=[S:4])=[CH:16][C:15]=1[Cl:22])(=[O:12])[CH3:11]. The yield is 0.900. (6) The reactants are [Na].Cl.[F:3][C:4]1[CH:5]=[C:6]([NH:11][NH2:12])[CH:7]=[CH:8][C:9]=1[F:10].C(O/[CH:16]=[CH:17]/[C:18]#[N:19])C.Cl.[OH-].[Na+]. The catalyst is O.C(O)C. The product is [F:3][C:4]1[CH:5]=[C:6]([N:11]2[CH:16]=[CH:17][C:18]([NH2:19])=[N:12]2)[CH:7]=[CH:8][C:9]=1[F:10]. The yield is 0.231. (7) The reactants are [OH:1][C:2]1[C:11]2[C:6](=[CH:7][CH:8]=[CH:9][CH:10]=2)[NH:5][C:4](=[O:12])[C:3]=1[C:13]([O:15]CC)=O.[CH3:18][O:19][C:20]1[CH:36]=[CH:35][C:23]([CH2:24][NH:25][CH2:26][C:27]2[CH:32]=[CH:31][C:30]([O:33][CH3:34])=[CH:29][CH:28]=2)=[CH:22][CH:21]=1.C(OCC)C. The catalyst is C1(C)C=CC=CC=1. The product is [OH:1][C:2]1[C:11]2[C:6](=[CH:7][CH:8]=[CH:9][CH:10]=2)[NH:5][C:4](=[O:12])[C:3]=1[C:13]([N:25]([CH2:24][C:23]1[CH:22]=[CH:21][C:20]([O:19][CH3:18])=[CH:36][CH:35]=1)[CH2:26][C:27]1[CH:28]=[CH:29][C:30]([O:33][CH3:34])=[CH:31][CH:32]=1)=[O:15]. The yield is 0.950. (8) The reactants are [NH:1]1[CH2:4][CH:3]([CH:5]([C:14]2[CH:19]=[CH:18][CH:17]=[CH:16][CH:15]=2)[N:6]2[CH:10]=[C:9]([N+:11]([O-:13])=[O:12])[CH:8]=[N:7]2)[CH2:2]1.C=O.[C:22](O[BH-](OC(=O)C)OC(=O)C)(=O)C.[Na+]. The catalyst is CN(C)C=O.O. The product is [CH3:22][N:1]1[CH2:2][CH:3]([CH:5]([C:14]2[CH:19]=[CH:18][CH:17]=[CH:16][CH:15]=2)[N:6]2[CH:10]=[C:9]([N+:11]([O-:13])=[O:12])[CH:8]=[N:7]2)[CH2:4]1. The yield is 0.730. (9) The reactants are [Cl:1][C:2]1[CH:10]=[CH:9][C:8]([N:11]([CH3:20])[S:12]([C:15]2[S:16][CH:17]=[CH:18][CH:19]=2)(=[O:14])=[O:13])=[C:7]2[C:3]=1[CH:4]=[C:5]([C:21]1[S:22][C:23]([CH2:26]O)=[CH:24][N:25]=1)[NH:6]2.O1[CH2:32][CH2:31]CC1.S(Cl)(Cl)=O.[OH2:37]. No catalyst specified. The product is [C:7]([N:6]1[CH2:32][CH2:31][N:25]([CH2:26][C:23]2[S:22][C:21]([C:5]3[NH:6][C:7]4[C:3]([CH:4]=3)=[C:2]([Cl:1])[CH:10]=[CH:9][C:8]=4[N:11]([CH3:20])[S:12]([C:15]3[S:16][CH:17]=[CH:18][CH:19]=3)(=[O:14])=[O:13])=[N:25][CH:24]=2)[CH2:21][CH2:5]1)(=[O:37])[CH3:3]. The yield is 0.250.